This data is from Forward reaction prediction with 1.9M reactions from USPTO patents (1976-2016). The task is: Predict the product of the given reaction. (1) The product is: [Br:1][C:2]1[CH:3]=[C:4]([C:11]([O:13][CH2:14][CH3:15])=[O:12])[C:5]2[CH:10]=[N:9][N:8]([CH:16]([CH3:18])[CH3:17])[C:6]=2[N:7]=1. Given the reactants [Br:1][C:2]1[CH:3]=[C:4]([C:11]([O:13][CH2:14][CH3:15])=[O:12])[C:5]2[CH:10]=[N:9][NH:8][C:6]=2[N:7]=1.[CH:16](Br)([CH3:18])[CH3:17].C([O-])([O-])=O.[K+].[K+], predict the reaction product. (2) Given the reactants C(Cl)(=O)C(Cl)=O.CS(C)=O.[OH:11][CH2:12][C:13]1[CH2:18][CH2:17][C:16](=[O:19])[N:15]([CH3:20])[N:14]=1.C(N(CC)CC)C, predict the reaction product. The product is: [CH3:20][N:15]1[C:16](=[O:19])[CH2:17][CH2:18][C:13]([CH:12]=[O:11])=[N:14]1.